This data is from Peptide-MHC class I binding affinity with 185,985 pairs from IEDB/IMGT. The task is: Regression. Given a peptide amino acid sequence and an MHC pseudo amino acid sequence, predict their binding affinity value. This is MHC class I binding data. The binding affinity (normalized) is 0.178. The peptide sequence is SLRLSCAASGF. The MHC is HLA-A29:02 with pseudo-sequence HLA-A29:02.